This data is from Full USPTO retrosynthesis dataset with 1.9M reactions from patents (1976-2016). The task is: Predict the reactants needed to synthesize the given product. Given the product [Cl:27][C:8]1[CH:7]=[C:4]([CH:3]=[C:2]([Cl:1])[C:9]=1[C:10]1[S:11][C:12]2[C:13]([NH:19][C:20]3[CH:25]=[C:24]([NH:30][CH2:29][CH2:34][OH:77])[N:23]=[CH:22][N:21]=3)=[N:14][CH:15]=[CH:16][C:17]=2[N:18]=1)[C:5]#[N:6], predict the reactants needed to synthesize it. The reactants are: [Cl:1][C:2]1[CH:3]=[C:4]([CH:7]=[C:8]([Cl:27])[C:9]=1[C:10]1[S:11][C:12]2[C:13]([NH:19][C:20]3[CH:25]=[C:24](Cl)[N:23]=[CH:22][N:21]=3)=[N:14][CH:15]=[CH:16][C:17]=2[N:18]=1)[C:5]#[N:6].Br[C:29]1[C:34]2SC(C3C(Cl)=CC(C#N)=CC=3Cl)=NC=2C=C[N:30]=1.NC1C=C(Cl)N=CC=1.CC1(C)C2C(=C(P(C3C=CC=CC=3)C3C=CC=CC=3)C=CC=2)[O:77]C2C(P(C3C=CC=CC=3)C3C=CC=CC=3)=CC=CC1=2.C(=O)([O-])[O-].[Cs+].[Cs+].